Dataset: Catalyst prediction with 721,799 reactions and 888 catalyst types from USPTO. Task: Predict which catalyst facilitates the given reaction. Reactant: [NH2:1][C:2]1[CH:3]=[C:4]([CH2:9][C:10]([OH:12])=[O:11])[CH:5]=[CH:6][C:7]=1[OH:8].[CH:13](OCC)(OCC)OCC. Product: [O:8]1[C:7]2[CH:6]=[CH:5][C:4]([CH2:9][C:10]([OH:12])=[O:11])=[CH:3][C:2]=2[N:1]=[CH:13]1. The catalyst class is: 11.